This data is from Full USPTO retrosynthesis dataset with 1.9M reactions from patents (1976-2016). The task is: Predict the reactants needed to synthesize the given product. (1) Given the product [C:1]([O:5][C:6](=[O:25])[NH:7][C:8]1[CH2:9][O:10][CH2:11][C:12]([C:17]2[CH:22]=[C:21]([N:36]=[N+:37]=[N-:38])[CH:20]=[CH:19][C:18]=2[F:24])([CH:14]([F:16])[F:15])[N:13]=1)([CH3:4])([CH3:3])[CH3:2], predict the reactants needed to synthesize it. The reactants are: [C:1]([O:5][C:6](=[O:25])[NH:7][C:8]1[CH2:9][O:10][CH2:11][C:12]([C:17]2[CH:22]=[C:21](Br)[CH:20]=[CH:19][C:18]=2[F:24])([CH:14]([F:16])[F:15])[N:13]=1)([CH3:4])([CH3:3])[CH3:2].CN[C@@H]1CCCC[C@H]1NC.[N-:36]=[N+:37]=[N-:38].[Na+].O=C1O[C@H]([C@H](CO)O)C([O-])=C1O.[Na+]. (2) Given the product [C:1]1([CH3:32])[CH:6]=[CH:5][C:4]([S:7]([O:10][CH2:11][C@@H:12]([O:22][CH2:23][P:24]([CH:29]([CH3:31])[CH3:30])([CH:26]([CH3:27])[CH3:28])=[O:25])[CH2:13][OH:14])(=[O:9])=[O:8])=[CH:3][CH:2]=1, predict the reactants needed to synthesize it. The reactants are: [C:1]1([CH3:32])[CH:6]=[CH:5][C:4]([S:7]([O:10][CH2:11][C@@H:12]([O:22][CH2:23][P:24]([CH:29]([CH3:31])[CH3:30])([CH:26]([CH3:28])[CH3:27])=[O:25])[CH2:13][O:14]CC2C=CC=CC=2)(=[O:9])=[O:8])=[CH:3][CH:2]=1. (3) Given the product [CH3:35][C:18]1[N:19]=[C:20]([C:22]2[CH:27]=[CH:26][C:25]([O:28][CH2:29][CH:30]([CH3:32])[CH3:31])=[C:24]([C:33]#[N:34])[CH:23]=2)[S:21][C:17]=1[C:15]([OH:16])=[O:14], predict the reactants needed to synthesize it. The reactants are: O.O.O.O.O.O.O.O.[OH-].[Ba+2].[OH-].C([O:14][C:15]([C:17]1[S:21][C:20]([C:22]2[CH:27]=[CH:26][C:25]([O:28][CH2:29][CH:30]([CH3:32])[CH3:31])=[C:24]([C:33]#[N:34])[CH:23]=2)=[N:19][C:18]=1[CH3:35])=[O:16])C.Cl.